From a dataset of Retrosynthesis with 50K atom-mapped reactions and 10 reaction types from USPTO. Predict the reactants needed to synthesize the given product. Given the product CCOc1ccc(C(=O)CBr)cc1-c1nn2c(C3CCCCCC3)nc(C)c2c(=O)[nH]1, predict the reactants needed to synthesize it. The reactants are: CCOc1ccccc1-c1nn2c(C3CCCCCC3)nc(C)c2c(=O)[nH]1.O=C(Br)CBr.